Dataset: Reaction yield outcomes from USPTO patents with 853,638 reactions. Task: Predict the reaction yield, written as a fraction of the theoretical maximum amount of product (1.0 means a 100% yield; for example, 0.34 means a 34% yield). (1) The reactants are [CH3:1][C:2]1[O:6][N:5]=[C:4]([C:7]2[CH:12]=[CH:11][CH:10]=[CH:9][CH:8]=2)[C:3]=1[C:13]1[CH:18]=[CH:17][N:16]=[C:15]([NH2:19])[N:14]=1.Br[C:21]1[CH:26]=[CH:25][CH:24]=[CH:23][CH:22]=1.C1C=CC(P(C2C(C3C(P(C4C=CC=CC=4)C4C=CC=CC=4)=CC=C4C=3C=CC=C4)=C3C(C=CC=C3)=CC=2)C2C=CC=CC=2)=CC=1.CC(C)([O-])C.[Na+]. The catalyst is C1(C)C=CC=CC=1.C(OCC)(=O)C.[Pd].[Pd].C(=CC(C=CC1C=CC=CC=1)=O)C1C=CC=CC=1.C(=CC(C=CC1C=CC=CC=1)=O)C1C=CC=CC=1.C(=CC(C=CC1C=CC=CC=1)=O)C1C=CC=CC=1. The product is [CH3:1][C:2]1[O:6][N:5]=[C:4]([C:7]2[CH:8]=[CH:9][CH:10]=[CH:11][CH:12]=2)[C:3]=1[C:13]1[CH:18]=[CH:17][N:16]=[C:15]([NH:19][C:21]2[CH:26]=[CH:25][CH:24]=[CH:23][CH:22]=2)[N:14]=1. The yield is 0.360. (2) The reactants are COC(=O)C1C=CC(CBr)=CC=1.[CH3:13][O:14][C:15](=[O:43])[C:16]1[CH:21]=[CH:20][C:19]([CH2:22][N:23]2[CH:27]=[C:26]([C:28]3[CH:33]=[CH:32][C:31]([Cl:34])=[CH:30][C:29]=3[Cl:35])[N:25]=[C:24]2[C:36]2[CH:41]=[CH:40][C:39](Br)=[CH:38][CH:37]=2)=[CH:18][CH:17]=1.[CH3:44][S:45]([C:48]1[CH:49]=[C:50](B(O)O)[CH:51]=[CH:52][CH:53]=1)(=[O:47])=[O:46]. The yield is 0.550. The product is [CH3:13][O:14][C:15](=[O:43])[C:16]1[CH:21]=[CH:20][C:19]([CH2:22][N:23]2[CH:27]=[C:26]([C:28]3[CH:33]=[CH:32][C:31]([Cl:34])=[CH:30][C:29]=3[Cl:35])[N:25]=[C:24]2[C:36]2[CH:41]=[CH:40][C:39]([C:52]3[CH:51]=[CH:50][CH:49]=[C:48]([S:45]([CH3:44])(=[O:47])=[O:46])[CH:53]=3)=[CH:38][CH:37]=2)=[CH:18][CH:17]=1. No catalyst specified. (3) The reactants are [NH2:1][C:2]1[N:10]=[CH:9][N:8]=[C:7]2[C:3]=1[N:4]=[CH:5][N:6]2[C@H:11]1[C@@H:15]2[O:16]C(C)(C)[O:18][C@@H:14]2[C@@H:13]([CH2:21][N:22]([CH3:41])[C:23](=[O:40])[CH2:24][CH2:25][NH:26][C:27]([NH:29][C:30]2[CH:35]=[CH:34][C:33]([C:36]([CH3:39])([CH3:38])[CH3:37])=[CH:32][CH:31]=2)=[O:28])[O:12]1.C([O-])([O-])=O.[K+].[K+].O. The catalyst is C(O)(C(F)(F)F)=O. The product is [NH2:1][C:2]1[N:10]=[CH:9][N:8]=[C:7]2[C:3]=1[N:4]=[CH:5][N:6]2[C@@H:11]1[O:12][C@H:13]([CH2:21][N:22]([CH3:41])[C:23](=[O:40])[CH2:24][CH2:25][NH:26][C:27]([NH:29][C:30]2[CH:35]=[CH:34][C:33]([C:36]([CH3:39])([CH3:37])[CH3:38])=[CH:32][CH:31]=2)=[O:28])[C@@H:14]([OH:18])[C@H:15]1[OH:16]. The yield is 0.400. (4) The reactants are [Cl:1][C:2]1[CH:19]=[CH:18][C:5]([O:6][N:7]2C(=O)C3=CC=CC=C3C2=O)=[CH:4][CH:3]=1.Cl. The catalyst is CO.C(Cl)(Cl)Cl.CCOCC.O1CCOCC1. The product is [ClH:1].[Cl:1][C:2]1[CH:19]=[CH:18][C:5]([O:6][NH2:7])=[CH:4][CH:3]=1. The yield is 0.790. (5) The reactants are Br[C:2]1[CH:7]=[C:6]([S:8]([CH3:11])(=[O:10])=[O:9])[CH:5]=[CH:4][C:3]=1[F:12].[B:13]1([B:13]2[O:17][C:16]([CH3:19])([CH3:18])[C:15]([CH3:21])([CH3:20])[O:14]2)[O:17][C:16]([CH3:19])([CH3:18])[C:15]([CH3:21])([CH3:20])[O:14]1.C([O-])(=O)C.[K+]. The catalyst is CS(C)=O.C1C=CC(P(C2C=CC=CC=2)[C-]2C=CC=C2)=CC=1.C1C=CC(P(C2C=CC=CC=2)[C-]2C=CC=C2)=CC=1.Cl[Pd]Cl.[Fe+2].C(Cl)Cl. The product is [F:12][C:3]1[CH:4]=[CH:5][C:6]([S:8]([CH3:11])(=[O:10])=[O:9])=[CH:7][C:2]=1[B:13]1[O:17][C:16]([CH3:19])([CH3:18])[C:15]([CH3:21])([CH3:20])[O:14]1. The yield is 0.420.